Dataset: CYP3A4 inhibition data for predicting drug metabolism from PubChem BioAssay. Task: Regression/Classification. Given a drug SMILES string, predict its absorption, distribution, metabolism, or excretion properties. Task type varies by dataset: regression for continuous measurements (e.g., permeability, clearance, half-life) or binary classification for categorical outcomes (e.g., BBB penetration, CYP inhibition). Dataset: cyp3a4_veith. The compound is CC(=O)NCCNc1nc(-c2c(C)noc2C)nc2ccccc12. The result is 1 (inhibitor).